The task is: Predict the reaction yield, written as a fraction of the theoretical maximum amount of product (1.0 means a 100% yield; for example, 0.34 means a 34% yield).. This data is from Reaction yield outcomes from USPTO patents with 853,638 reactions. The reactants are [CH2:1]([C:5]1[N:10]=[C:9]([CH3:11])[N:8]([CH2:12][CH:13]([CH:15]2[CH2:20][CH2:19][CH2:18][CH2:17][CH2:16]2)[OH:14])[C:7](=[O:21])[C:6]=1[CH2:22][C:23]1[CH:28]=[CH:27][C:26]([C:29]2[CH:34]=[CH:33][CH:32]=[CH:31][C:30]=2[C:35]2[NH:39][C:38](=[O:40])[O:37][N:36]=2)=[CH:25][CH:24]=1)[CH2:2][CH2:3][CH3:4].CC(OI1(OC(C)=O)(OC(C)=O)OC(=O)C2C1=CC=CC=2)=O.C(=O)([O-])O.[Na+].S([O-])([O-])(=O)=S.[Na+].[Na+]. The catalyst is C(Cl)Cl. The product is [CH2:1]([C:5]1[N:10]=[C:9]([CH3:11])[N:8]([CH2:12][C:13]([CH:15]2[CH2:16][CH2:17][CH2:18][CH2:19][CH2:20]2)=[O:14])[C:7](=[O:21])[C:6]=1[CH2:22][C:23]1[CH:24]=[CH:25][C:26]([C:29]2[CH:34]=[CH:33][CH:32]=[CH:31][C:30]=2[C:35]2[NH:39][C:38](=[O:40])[O:37][N:36]=2)=[CH:27][CH:28]=1)[CH2:2][CH2:3][CH3:4]. The yield is 0.740.